Dataset: Reaction yield outcomes from USPTO patents with 853,638 reactions. Task: Predict the reaction yield, written as a fraction of the theoretical maximum amount of product (1.0 means a 100% yield; for example, 0.34 means a 34% yield). (1) The reactants are [Cl:1][C:2]1[N:7]=[C:6]([CH3:8])[N:5]=[C:4]([NH:9][C:10]([NH:12]C(=O)OCC)=[S:11])[CH:3]=1.[OH-].[Na+]. No catalyst specified. The product is [Cl:1][C:2]1[N:7]=[C:6]([CH3:8])[N:5]=[C:4]([NH:9][C:10]([NH2:12])=[S:11])[CH:3]=1. The yield is 0.910. (2) The reactants are [Br:1][CH2:2][C@@H:3]([OH:13])[CH2:4][C:5]1[CH:10]=[C:9]([F:11])[CH:8]=[CH:7][C:6]=1O.C1(P(C2C=CC=CC=2)C2C=CC=CC=2)C=CC=CC=1.CCOC(/N=N/C(OCC)=O)=O. No catalyst specified. The product is [Br:1][CH2:2][C@H:3]1[CH2:4][C:5]2[CH:10]=[C:9]([F:11])[CH:8]=[CH:7][C:6]=2[O:13]1. The yield is 0.760. (3) The reactants are [NH2:1][C:2]1[N:3]=[C:4]2[CH:9]=[CH:8][C:7]([O:10][C:11]3[CH:12]=[C:13]([NH:17][C:18](=[O:29])[C:19]4[CH:24]=[CH:23][CH:22]=[C:21]([C:25]([F:28])([F:27])[F:26])[CH:20]=4)[CH:14]=[CH:15][CH:16]=3)=[N:6][N:5]2[CH:30]=1.C(N(CC)CC)C.[CH:38]1([C:42](Cl)=[O:43])[CH2:41][CH2:40][CH2:39]1.[Cl-].[NH4+]. The catalyst is O1CCCC1. The product is [CH:38]1([C:42]([NH:1][C:2]2[N:3]=[C:4]3[CH:9]=[CH:8][C:7]([O:10][C:11]4[CH:12]=[C:13]([NH:17][C:18](=[O:29])[C:19]5[CH:24]=[CH:23][CH:22]=[C:21]([C:25]([F:28])([F:27])[F:26])[CH:20]=5)[CH:14]=[CH:15][CH:16]=4)=[N:6][N:5]3[CH:30]=2)=[O:43])[CH2:41][CH2:40][CH2:39]1. The yield is 0.540. (4) The reactants are [C:1]([C:5]1[CH:9]=[C:8]([NH2:10])[N:7]([C:11]2[CH:12]=[N:13][N:14]([CH2:16][CH2:17][CH2:18][O:19][CH:20]3[CH2:25][CH2:24][CH2:23][CH2:22][O:21]3)[CH:15]=2)[N:6]=1)([CH3:4])([CH3:3])[CH3:2].[OH-].[Na+].Cl[C:29]([O:31][CH2:32][C:33]([Cl:36])([Cl:35])[Cl:34])=[O:30]. The catalyst is O.CCOC(C)=O. The product is [Cl:34][C:33]([Cl:36])([Cl:35])[CH2:32][O:31][C:29](=[O:30])[NH:10][C:8]1[N:7]([C:11]2[CH:12]=[N:13][N:14]([CH2:16][CH2:17][CH2:18][O:19][CH:20]3[CH2:25][CH2:24][CH2:23][CH2:22][O:21]3)[CH:15]=2)[N:6]=[C:5]([C:1]([CH3:4])([CH3:2])[CH3:3])[CH:9]=1. The yield is 0.910. (5) The reactants are [Cl:1][C:2]1[CH:11]=[CH:10][C:9](I)=[CH:8][C:3]=1[C:4]([O:6][CH3:7])=[O:5].C(=O)([O-])[O-].[Cs+].[Cs+].[CH3:19][N:20]([CH3:27])[CH:21]1[CH2:26][CH2:25][NH:24][CH2:23][CH2:22]1. The catalyst is O1CCOCC1.C([O-])(=O)C.[Pd+2].C([O-])(=O)C.C1C=CC(P(C2C(C3C(P(C4C=CC=CC=4)C4C=CC=CC=4)=CC=C4C=3C=CC=C4)=C3C(C=CC=C3)=CC=2)C2C=CC=CC=2)=CC=1. The product is [Cl:1][C:2]1[CH:11]=[CH:10][C:9]([N:24]2[CH2:25][CH2:26][CH:21]([N:20]([CH3:27])[CH3:19])[CH2:22][CH2:23]2)=[CH:8][C:3]=1[C:4]([O:6][CH3:7])=[O:5]. The yield is 0.683. (6) The reactants are [Al+3].[Cl-].[Cl-].[Cl-].[N+](C)([O-])=O.[CH3:9][O:10][C:11]1[CH:16]=[N:15][C:14]([N:17]2[CH:21]=[N:20][C:19]([NH:22][C:23](=[O:28])[C:24]([CH3:27])([CH3:26])[CH3:25])=[N:18]2)=[C:13]2[NH:29][CH:30]=[CH:31][C:12]=12.Cl[C:33](=[O:38])[C:34]([O:36][CH3:37])=[O:35]. The catalyst is C(Cl)Cl. The product is [CH3:9][O:10][C:11]1[CH:16]=[N:15][C:14]([N:17]2[CH:21]=[N:20][C:19]([NH:22][C:23](=[O:28])[C:24]([CH3:27])([CH3:26])[CH3:25])=[N:18]2)=[C:13]2[NH:29][CH:30]=[C:31]([C:33](=[O:38])[C:34]([O:36][CH3:37])=[O:35])[C:12]=12. The yield is 0.450. (7) The product is [OH:1][C@H:2]1[CH2:7][CH2:6][C@H:5]2[C@H:8]3[C@H:18]([CH2:19][CH2:20][C@:3]12[CH3:4])[C@:16]1([CH3:17])[C:11](=[CH:12][C:13](=[O:21])[CH:14]=[CH:15]1)[C:10](=[CH2:22])[CH2:9]3. The reactants are [OH:1][C@H:2]1[CH2:7][CH2:6][C@H:5]2[C@H:8]3[C@H:18]([CH2:19][CH2:20][C@:3]12[CH3:4])[C@:16]1([CH3:17])[C:11](=[CH:12][C:13](=[O:21])[CH2:14][CH2:15]1)[C:10](=[CH2:22])[CH2:9]3.C1(Cl)C(=O)C(Cl)=C(Cl)C(=O)C=1Cl.FC(F)(F)C(=N[Si](C)(C)C)O[Si](C)(C)C. The catalyst is FC(F)(F)S(O)(=O)=O.C1(C)C=CC=CC=1. The yield is 0.684.